Dataset: NCI-60 drug combinations with 297,098 pairs across 59 cell lines. Task: Regression. Given two drug SMILES strings and cell line genomic features, predict the synergy score measuring deviation from expected non-interaction effect. (1) Drug 1: CS(=O)(=O)C1=CC(=C(C=C1)C(=O)NC2=CC(=C(C=C2)Cl)C3=CC=CC=N3)Cl. Drug 2: CC1CCCC2(C(O2)CC(NC(=O)CC(C(C(=O)C(C1O)C)(C)C)O)C(=CC3=CSC(=N3)C)C)C. Cell line: SF-268. Synergy scores: CSS=9.93, Synergy_ZIP=0.937, Synergy_Bliss=9.73, Synergy_Loewe=3.74, Synergy_HSA=6.07. (2) Drug 1: C1=NC2=C(N1)C(=S)N=CN2. Drug 2: C1=NC2=C(N=C(N=C2N1C3C(C(C(O3)CO)O)F)Cl)N. Cell line: HOP-62. Synergy scores: CSS=20.1, Synergy_ZIP=-2.59, Synergy_Bliss=-2.36, Synergy_Loewe=-0.0148, Synergy_HSA=2.35. (3) Drug 1: CNC(=O)C1=CC=CC=C1SC2=CC3=C(C=C2)C(=NN3)C=CC4=CC=CC=N4. Drug 2: CC1CCC2CC(C(=CC=CC=CC(CC(C(=O)C(C(C(=CC(C(=O)CC(OC(=O)C3CCCCN3C(=O)C(=O)C1(O2)O)C(C)CC4CCC(C(C4)OC)O)C)C)O)OC)C)C)C)OC. Cell line: BT-549. Synergy scores: CSS=38.0, Synergy_ZIP=8.38, Synergy_Bliss=10.1, Synergy_Loewe=-3.13, Synergy_HSA=8.98. (4) Drug 1: CC1=C2C(C(=O)C3(C(CC4C(C3C(C(C2(C)C)(CC1OC(=O)C(C(C5=CC=CC=C5)NC(=O)OC(C)(C)C)O)O)OC(=O)C6=CC=CC=C6)(CO4)OC(=O)C)OC)C)OC. Drug 2: N.N.Cl[Pt+2]Cl. Cell line: CAKI-1. Synergy scores: CSS=45.2, Synergy_ZIP=2.95, Synergy_Bliss=5.80, Synergy_Loewe=-18.0, Synergy_HSA=8.43.